Predict the product of the given reaction. From a dataset of Forward reaction prediction with 1.9M reactions from USPTO patents (1976-2016). (1) Given the reactants C(O)(=O)C(O)=O.[Cl:7][CH2:8][CH2:9][CH2:10][N:11]1[CH2:15][CH2:14][CH2:13][CH2:12]1.C(OC)(C)(C)C.[OH-].[K+], predict the reaction product. The product is: [Cl:7][CH2:8][CH2:9][CH2:10][N:11]1[CH2:15][CH2:14][CH2:13][CH2:12]1. (2) Given the reactants [CH3:1][O:2][C:3](=[O:7])[CH:4]([OH:6])[CH3:5].C(N(CC)CC)C.Cl.CN(C)C.[C:20]1([CH3:30])[CH:25]=[CH:24][C:23]([S:26](Cl)(=[O:28])=[O:27])=[CH:22][CH:21]=1, predict the reaction product. The product is: [CH3:30][C:20]1[CH:25]=[CH:24][C:23]([S:26]([O:6][C@H:4]([CH3:5])[C:3]([O:2][CH3:1])=[O:7])(=[O:28])=[O:27])=[CH:22][CH:21]=1. (3) The product is: [CH2:4]([C@H:11]1[C:15]([NH2:16])=[N:14][CH2:13][C@H:12]1[CH2:17][CH2:18][CH3:19])[C:5]1[CH:10]=[CH:9][CH:8]=[CH:7][CH:6]=1. Given the reactants [OH-].[Na+].Cl.[CH2:4]([C@H:11]1[C:15]([NH2:16])=[N:14][CH2:13][C@H:12]1[CH2:17][CH2:18][CH3:19])[C:5]1[CH:10]=[CH:9][CH:8]=[CH:7][CH:6]=1, predict the reaction product. (4) Given the reactants [CH3:1][C:2]1[CH:11]=[C:6]([C:7]([O:9][CH3:10])=[O:8])[C:5]([OH:12])=[CH:4][CH:3]=1.[CH2:13](Br)[CH:14]=[CH2:15].C(=O)([O-])[O-].[Cs+].[Cs+], predict the reaction product. The product is: [CH2:15]([O:12][C:5]1[CH:4]=[CH:3][C:2]([CH3:1])=[CH:11][C:6]=1[C:7]([O:9][CH3:10])=[O:8])[CH:14]=[CH2:13]. (5) The product is: [CH3:21][C:20]([CH3:23])([CH3:22])[C@H:15]([NH:14][C:12]([C:4]1[N:3]=[C:2]([CH:64]([OH:71])[C:65]2[CH:70]=[CH:69][CH:68]=[CH:67][CH:66]=2)[N:6]2[CH2:7][CH2:8][N:9]([CH3:11])[CH2:10][C:5]=12)=[O:13])[C:16]([NH:18][CH3:19])=[O:17]. Given the reactants Br[C:2]1[N:6]2[CH2:7][CH2:8][N:9]([CH3:11])[CH2:10][C:5]2=[C:4]([C:12]([NH:14][C@@H:15]([C:20]([CH3:23])([CH3:22])[CH3:21])[C:16]([NH:18][CH3:19])=[O:17])=[O:13])[N:3]=1.CC(C)(C)[C@H](NC(C1N=C(C#CC2C=CC=CC=2)N2CCN(C)CC=12)=O)C(NC)=O.C[Si](Cl)(C)C.C([Mg]Cl)(C)C.[CH:64](=[O:71])[C:65]1[CH:70]=[CH:69][CH:68]=[CH:67][CH:66]=1, predict the reaction product. (6) The product is: [CH2:8]([C:7]1=[CH:6][N:5]([C:1]([CH3:2])([CH3:3])[CH3:4])[S:19]/[C:18]/1=[N:17]\[C:12](=[O:16])[O:13][CH2:14][CH3:15])[CH2:9][CH2:10][CH3:11]. Given the reactants [C:1]([N:5]=[CH:6][CH2:7][CH2:8][CH2:9][CH2:10][CH3:11])([CH3:4])([CH3:3])[CH3:2].[C:12]([N:17]=[C:18]=[S:19])(=[O:16])[O:13][CH2:14][CH3:15].II.C([O-])(O)=O.[Na+].CCOCC.C([O-])(O)=O.[Na+], predict the reaction product. (7) Given the reactants C([O:5][CH2:6][C@H:7]([CH3:35])[O:8][C:9]1[CH:10]=[C:11]([CH:21]=[C:22]([O:24][C:25]2[CH:30]=[CH:29][C:28]([S:31]([CH3:34])(=[O:33])=[O:32])=[CH:27][CH:26]=2)[CH:23]=1)[C:12]([NH:14][C:15]1[CH:19]=[CH:18][N:17]([CH3:20])[N:16]=1)=[O:13])(C)(C)C.Cl, predict the reaction product. The product is: [OH:5][CH2:6][C@H:7]([CH3:35])[O:8][C:9]1[CH:10]=[C:11]([CH:21]=[C:22]([O:24][C:25]2[CH:30]=[CH:29][C:28]([S:31]([CH3:34])(=[O:32])=[O:33])=[CH:27][CH:26]=2)[CH:23]=1)[C:12]([NH:14][C:15]1[CH:19]=[CH:18][N:17]([CH3:20])[N:16]=1)=[O:13]. (8) Given the reactants CON(C)[C:4]([C:6]1[N:7]=[CH:8][N:9]([C:11]2[CH:12]=[C:13]([C:17]3[CH:22]=[CH:21][CH:20]=[CH:19][C:18]=3[C:23]#[N:24])[CH:14]=[CH:15][CH:16]=2)[CH:10]=1)=[O:5].[CH3:26][N:27]1[CH:31]=[CH:30][N:29]=[CH:28]1, predict the reaction product. The product is: [CH3:26][N:27]1[CH:31]=[CH:30][N:29]=[C:28]1[C:4]([C:6]1[N:7]=[CH:8][N:9]([C:11]2[CH:12]=[C:13]([C:17]3[C:18]([C:23]#[N:24])=[CH:19][CH:20]=[CH:21][CH:22]=3)[CH:14]=[CH:15][CH:16]=2)[CH:10]=1)=[O:5]. (9) Given the reactants [OH:1][CH:2]([C:16]1[CH:21]=[CH:20][N:19]=[CH:18][CH:17]=1)[C:3]1[O:4][C:5]2[CH:11]=[CH:10][C:9]([CH2:12][C:13]([OH:15])=O)=[CH:8][C:6]=2[CH:7]=1.[CH3:22][C:23]1[CH:28]=[C:27]([CH3:29])[CH:26]=[CH:25][C:24]=1[CH:30]([C:32]1[CH:37]=[CH:36][CH:35]=[CH:34][CH:33]=1)[NH2:31], predict the reaction product. The product is: [CH3:22][C:23]1[CH:28]=[C:27]([CH3:29])[CH:26]=[CH:25][C:24]=1[CH:30]([C:32]1[CH:37]=[CH:36][CH:35]=[CH:34][CH:33]=1)[NH:31][C:13](=[O:15])[CH2:12][C:9]1[CH:10]=[CH:11][C:5]2[O:4][C:3]([CH:2]([OH:1])[C:16]3[CH:17]=[CH:18][N:19]=[CH:20][CH:21]=3)=[CH:7][C:6]=2[CH:8]=1. (10) Given the reactants [O:1]=[C:2]1[N:7]([CH2:8][C:9]2[CH:14]=[CH:13][CH:12]=[CH:11][CH:10]=2)[C:6]([C:15]2[CH:20]=[CH:19][CH:18]=[CH:17][CH:16]=2)=[N:5][CH:4]=[C:3]1[C:21]([OH:23])=[O:22].C(Cl)(=O)C(Cl)=O.[C:30]1(=O)[CH2:35][CH2:34][CH2:33][C:32](=[O:36])[CH2:31]1.C(N(CC)CC)C.[Cl-].[NH4+], predict the reaction product. The product is: [O:1]=[C:2]1[N:7]([CH2:8][C:9]2[CH:14]=[CH:13][CH:12]=[CH:11][CH:10]=2)[C:6]([C:15]2[CH:16]=[CH:17][CH:18]=[CH:19][CH:20]=2)=[N:5][CH:4]=[C:3]1[C:21]([O:23][C:30]1[CH2:35][CH2:34][CH2:33][C:32](=[O:36])[CH:31]=1)=[O:22].